This data is from Forward reaction prediction with 1.9M reactions from USPTO patents (1976-2016). The task is: Predict the product of the given reaction. (1) The product is: [C:2]([C:6]1([OH:20])[CH2:10][CH2:9][N:8]([C:11]2[CH:12]=[CH:13][CH:14]=[CH:15][CH:16]=2)[C:7]1=[O:17])(=[O:1])/[CH:3]=[CH:4]/[CH3:5]. Given the reactants [OH:1][CH:2]([CH:6]1[CH2:10][CH2:9][N:8]([C:11]2[CH:16]=[CH:15][CH:14]=[CH:13][CH:12]=2)[C:7]1=[O:17])/[CH:3]=[CH:4]/[CH3:5].CC(OI1(OC(C)=O)(OC(C)=O)OC(=O)C2C=CC=CC1=2)=[O:20], predict the reaction product. (2) Given the reactants FC(F)(F)C(O)=O.C(OC(=O)[N:14]([C:28]1[CH:33]=[CH:32][C:31]([Cl:34])=[CH:30][CH:29]=1)[C:15]1[CH:20]=[N:19][CH:18]=[C:17]([C:21]2[CH:26]=[CH:25][CH:24]=[C:23]([CH3:27])[N:22]=2)[N:16]=1)(C)(C)C.[OH-].[NH4+], predict the reaction product. The product is: [Cl:34][C:31]1[CH:30]=[CH:29][C:28]([NH:14][C:15]2[CH:20]=[N:19][CH:18]=[C:17]([C:21]3[CH:26]=[CH:25][CH:24]=[C:23]([CH3:27])[N:22]=3)[N:16]=2)=[CH:33][CH:32]=1. (3) Given the reactants [Cl:1][C:2]1[C:11]2[C:6](=[CH:7][CH:8]=[C:9]([O:12][CH3:13])[CH:10]=2)[N:5]=[CH:4][C:3]=1[C:14]([O:16]CC)=[O:15].[OH-].[Na+].Cl, predict the reaction product. The product is: [Cl:1][C:2]1[C:11]2[C:6](=[CH:7][CH:8]=[C:9]([O:12][CH3:13])[CH:10]=2)[N:5]=[CH:4][C:3]=1[C:14]([OH:16])=[O:15]. (4) Given the reactants C1(N2CCN(CC3CCC4C(=CC=CC=4)N3)CC2)C2C(=CC=CC=2)C=CN=1.[F:28][C:29]1[CH:38]=[CH:37][CH:36]=[C:35]2[C:30]=1[CH:31]=[CH:32][C:33]([C:39]([OH:41])=[O:40])=[N:34]2.Cl, predict the reaction product. The product is: [F:28][C:29]1[CH:38]=[CH:37][CH:36]=[C:35]2[C:30]=1[CH2:31][CH2:32][CH:33]([C:39]([OH:41])=[O:40])[NH:34]2. (5) The product is: [CH2:1]([N:5]1[C:13]2[C:12](=[O:14])[N:11]([CH2:15][C:16]3[CH:21]=[CH:20][CH:19]=[CH:18][C:17]=3[C:22]#[N:23])[C:10]([C:38]#[N:39])=[N:9][C:8]=2[N:7]=[C:6]1[N:25]1[CH2:30][CH2:29][N:28]([C:31]([O:33][C:34]([CH3:37])([CH3:36])[CH3:35])=[O:32])[CH2:27][CH2:26]1)[C:2]#[C:3][CH3:4]. Given the reactants [CH2:1]([N:5]1[C:13]2[C:12](=[O:14])[N:11]([CH2:15][C:16]3[CH:21]=[CH:20][CH:19]=[CH:18][C:17]=3[C:22]#[N:23])[C:10](Cl)=[N:9][C:8]=2[N:7]=[C:6]1[N:25]1[CH2:30][CH2:29][N:28]([C:31]([O:33][C:34]([CH3:37])([CH3:36])[CH3:35])=[O:32])[CH2:27][CH2:26]1)[C:2]#[C:3][CH3:4].[C-:38]#[N:39].[Na+], predict the reaction product. (6) Given the reactants [Cl:1][C:2]1[C:10]([N+:11]([O-:13])=[O:12])=[CH:9][CH:8]=[CH:7][C:3]=1[C:4]([OH:6])=[O:5].[C:14](Cl)(=O)C(Cl)=O.CO, predict the reaction product. The product is: [Cl:1][C:2]1[C:10]([N+:11]([O-:13])=[O:12])=[CH:9][CH:8]=[CH:7][C:3]=1[C:4]([O:6][CH3:14])=[O:5].